This data is from Reaction yield outcomes from USPTO patents with 853,638 reactions. The task is: Predict the reaction yield, written as a fraction of the theoretical maximum amount of product (1.0 means a 100% yield; for example, 0.34 means a 34% yield). (1) The reactants are COC[N:4]1[C:12]2[C:7](=[CH:8][CH:9]=[CH:10][C:11]=2[NH:13][S:14]([C:17]2[S:18][CH:19]=[CH:20][CH:21]=2)(=[O:16])=[O:15])[CH:6]=[C:5]1[C:22]([NH2:24])=[O:23].Br[CH2:26][CH2:27][O:28][CH2:29][CH3:30].C(=O)([O-])[O-].[K+].[K+].O.O.C(O)(=O)C(O)=O. The catalyst is C(OCC)(=O)C.[Cl-].[Na+].O.O.CO.CN(C)C=O. The product is [CH2:27]([O:28][CH2:29][CH2:30][N:13]([S:14]([C:17]1[S:18][CH:19]=[CH:20][CH:21]=1)(=[O:15])=[O:16])[C:11]1[CH:10]=[CH:9][CH:8]=[C:7]2[C:12]=1[NH:4][C:5]([C:22]([NH2:24])=[O:23])=[CH:6]2)[CH3:26]. The yield is 0.950. (2) The reactants are [NH2:1][C:2]1[C:3]2[C:10]([C:11]3[CH:16]=[CH:15][C:14]([NH:17][C:18]([NH:20][C:21]4[CH:26]=[C:25]([C:27]([F:30])([F:29])[F:28])[CH:24]=[CH:23][C:22]=4[F:31])=[O:19])=[CH:13][C:12]=3[O:32]CC3C=CC=CC=3)=[CH:9][S:8][C:4]=2[N:5]=[CH:6][N:7]=1.O.[OH-].[Na+].Cl. The catalyst is Br.C(O)(=O)C.C(O)(=O)C. The product is [NH2:1][C:2]1[C:3]2[C:10]([C:11]3[CH:16]=[CH:15][C:14]([NH:17][C:18]([NH:20][C:21]4[CH:26]=[C:25]([C:27]([F:30])([F:28])[F:29])[CH:24]=[CH:23][C:22]=4[F:31])=[O:19])=[CH:13][C:12]=3[OH:32])=[CH:9][S:8][C:4]=2[N:5]=[CH:6][N:7]=1. The yield is 0.190. (3) The reactants are COC1C=CC(P2(SP(C3C=CC(OC)=CC=3)(=S)S2)=[S:10])=CC=1.[CH3:23][O:24][C:25](=[O:49])[CH2:26][CH2:27][CH2:28][CH2:29][CH2:30][CH2:31][C:32](=O)[NH:33][CH2:34][C:35]([C:37]1[CH:42]=[C:41]([Cl:43])[CH:40]=[CH:39][C:38]=1[O:44][CH:45]([CH3:47])[CH3:46])=O. The catalyst is C1COCC1. The product is [CH3:23][O:24][C:25](=[O:49])[CH2:26][CH2:27][CH2:28][CH2:29][CH2:30][CH2:31][C:32]1[S:10][C:35]([C:37]2[CH:42]=[C:41]([Cl:43])[CH:40]=[CH:39][C:38]=2[O:44][CH:45]([CH3:47])[CH3:46])=[CH:34][N:33]=1. The yield is 0.460. (4) The reactants are Cl([O-])=O.[Na+].S(=O)(=O)(O)N.[CH2:10]([O:17][C:18]1[C:19]([CH:36]=[O:37])=[N:20][CH:21]=[C:22]([C:34]=1[OH:35])[C:23]([NH:25][CH2:26][C:27]1[CH:32]=[CH:31][C:30]([F:33])=[CH:29][CH:28]=1)=[O:24])[C:11]1[CH:16]=[CH:15][CH:14]=[CH:13][CH:12]=1.[OH2:38]. The catalyst is O1CCCC1. The product is [CH2:10]([O:17][C:18]1[C:19]([C:36]([OH:38])=[O:37])=[N:20][CH:21]=[C:22]([C:23](=[O:24])[NH:25][CH2:26][C:27]2[CH:28]=[CH:29][C:30]([F:33])=[CH:31][CH:32]=2)[C:34]=1[OH:35])[C:11]1[CH:16]=[CH:15][CH:14]=[CH:13][CH:12]=1. The yield is 0.900. (5) The product is [CH3:11][C:10]1[C:5]([NH:4][C:1](=[O:3])[CH3:2])=[CH:6][C:7]2[CH2:12][CH2:13][CH2:14][C:15](=[O:17])[C:8]=2[CH:9]=1. The catalyst is [N+](C)([O-])=O. The reactants are [C:1]([NH:4][C:5]1[CH:6]=[C:7]([C:12](=O)[CH2:13][CH2:14][C:15]([OH:17])=O)[CH:8]=[CH:9][C:10]=1[CH3:11])(=[O:3])[CH3:2].S(Cl)(Cl)=O.[Al+3].[Cl-].[Cl-].[Cl-]. The yield is 0.650.